Task: Predict the product of the given reaction.. Dataset: Forward reaction prediction with 1.9M reactions from USPTO patents (1976-2016) The product is: [CH2:40]([O:30][CH2:29][C@@H:19]1[C@@H:18]([C@@:14]2([CH3:17])[CH2:15][CH2:16][C@H:11]([O:10][Si:3]([C:6]([CH3:9])([CH3:8])[CH3:7])([CH3:5])[CH3:4])[CH2:12][C@@H:13]2[CH2:31][O:32][Si:33]([C:36]([CH3:39])([CH3:38])[CH3:37])([CH3:34])[CH3:35])[CH2:26][CH2:25][C@@:24]2([CH3:27])[C@H:20]1[CH2:21][CH2:22][C:23]2=[CH2:28])[C:41]1[CH:46]=[CH:45][CH:44]=[CH:43][CH:42]=1. Given the reactants [H-].[Na+].[Si:3]([O:10][C@H:11]1[CH2:16][CH2:15][C@@:14]([C@H:18]2[CH2:26][CH2:25][C@@:24]3([CH3:27])[C@@H:20]([CH2:21][CH2:22][C:23]3=[CH2:28])[C@@H:19]2[CH2:29][OH:30])([CH3:17])[C@@H:13]([CH2:31][O:32][Si:33]([C:36]([CH3:39])([CH3:38])[CH3:37])([CH3:35])[CH3:34])[CH2:12]1)([C:6]([CH3:9])([CH3:8])[CH3:7])([CH3:5])[CH3:4].[CH2:40](Br)[C:41]1[CH:46]=[CH:45][CH:44]=[CH:43][CH:42]=1, predict the reaction product.